Task: Predict the reaction yield, written as a fraction of the theoretical maximum amount of product (1.0 means a 100% yield; for example, 0.34 means a 34% yield).. Dataset: Reaction yield outcomes from USPTO patents with 853,638 reactions The reactants are [CH:1]1([NH:6][C:7]2[N:11]3[N:12]=[CH:13][C:14]([C:15]#[N:16])=[C:10]3[NH:9][C:8]=2[C:17]2[CH:22]=[CH:21][C:20]([CH2:23][CH3:24])=[CH:19][CH:18]=2)[CH2:5][CH2:4][CH2:3][CH2:2]1.[OH2:25]. The catalyst is CS(C)=O. The product is [NH2:9][C:10]1[N:11](/[C:7](=[N:6]/[CH:1]2[CH2:5][CH2:4][CH2:3][CH2:2]2)/[C:8]([C:17]2[CH:22]=[CH:21][C:20]([CH2:23][CH3:24])=[CH:19][CH:18]=2)=[O:25])[N:12]=[CH:13][C:14]=1[C:15]#[N:16]. The yield is 0.100.